Dataset: Catalyst prediction with 721,799 reactions and 888 catalyst types from USPTO. Task: Predict which catalyst facilitates the given reaction. (1) Reactant: Br[C:2]1[CH:3]=[C:4]2[C:9](=[CH:10][CH:11]=1)[C:8]([NH2:12])=[N:7][CH:6]=[C:5]2[Cl:13].[C:14]([NH2:17])(=[O:16])[CH3:15].CC1(C)C2C(=C(P(C3C=CC=CC=3)C3C=CC=CC=3)C=CC=2)OC2C(P(C3C=CC=CC=3)C3C=CC=CC=3)=CC=CC1=2.[O-]P([O-])([O-])=O.[K+].[K+].[K+]. Product: [NH2:12][C:8]1[C:9]2[C:4](=[CH:3][C:2]([NH:17][C:14](=[O:16])[CH3:15])=[CH:11][CH:10]=2)[C:5]([Cl:13])=[CH:6][N:7]=1. The catalyst class is: 102. (2) Reactant: [N:1]1[C:2]([C:10]([OH:12])=O)=[CH:3][N:4]2[CH:9]=[CH:8][CH:7]=[CH:6][C:5]=12.[F:13][C:14]([F:37])([F:36])[C:15]1[CH:24]=[C:23]([N:25]2[CH2:30][CH2:29][N:28]([CH2:31][CH2:32][CH2:33][CH2:34][NH2:35])[CH2:27][CH2:26]2)[C:22]2[C:17](=[CH:18][CH:19]=[CH:20][CH:21]=2)[N:16]=1. Product: [F:36][C:14]([F:13])([F:37])[C:15]1[CH:24]=[C:23]([N:25]2[CH2:26][CH2:27][N:28]([CH2:31][CH2:32][CH2:33][CH2:34][NH:35][C:10]([C:2]3[N:1]=[C:5]4[CH:6]=[CH:7][CH:8]=[CH:9][N:4]4[CH:3]=3)=[O:12])[CH2:29][CH2:30]2)[C:22]2[C:17](=[CH:18][CH:19]=[CH:20][CH:21]=2)[N:16]=1. The catalyst class is: 147.